From a dataset of Hepatocyte clearance measurements from AstraZeneca. Regression/Classification. Given a drug SMILES string, predict its absorption, distribution, metabolism, or excretion properties. Task type varies by dataset: regression for continuous measurements (e.g., permeability, clearance, half-life) or binary classification for categorical outcomes (e.g., BBB penetration, CYP inhibition). For this dataset (clearance_hepatocyte_az), we predict log10(clearance) (log10 of the in vitro intrinsic clearance, CLint, in uL/min per 10^6 hepatocytes; values are censored to the assay range of 3 to 150, which is 0.477 to 2.18 on this log10 scale). (1) The compound is Cc1ccc(-n2c(C)cc(/C=C3\SC(=O)NC3=O)c2C)cc1. The log10(clearance) is 1.25. (2) The compound is COc1ccccc1CN(C)Cc1cccc(CCNC[C@H](O)c2ccc(O)c3[nH]c(=O)sc23)c1. The log10(clearance) is 1.52. (3) The molecule is COc1cccc2c1c(NS(=O)(=O)c1ccc(Cl)s1)nn2Cc1cccc(CNC(=O)C(C)(C)O)c1. The log10(clearance) is 1.40. (4) The compound is COc1cc2nc(N3CCN(C(=O)c4ccco4)CC3)nc(N)c2cc1OC. The log10(clearance) is 0.730. (5) The drug is CC(C)(C)c1ccc(C(O)CCCN2CCC(C(O)(c3ccccc3)c3ccccc3)CC2)cc1. The log10(clearance) is 1.54. (6) The compound is O=c1[nH]c2c(O)ccc([C@@H](O)CNCCCOCCOCCc3ccccc3)c2s1. The log10(clearance) is 0.480.